Dataset: Peptide-MHC class II binding affinity with 134,281 pairs from IEDB. Task: Regression. Given a peptide amino acid sequence and an MHC pseudo amino acid sequence, predict their binding affinity value. This is MHC class II binding data. (1) The peptide sequence is FKAAVAAAAGAPPAD. The MHC is HLA-DQA10102-DQB10602 with pseudo-sequence HLA-DQA10102-DQB10602. The binding affinity (normalized) is 0.383. (2) The peptide sequence is PALLALLALPALLLL. The MHC is HLA-DPA10201-DPB10101 with pseudo-sequence HLA-DPA10201-DPB10101. The binding affinity (normalized) is 0.0655. (3) The peptide sequence is YDEPMTPGQCNMVVE. The MHC is DRB1_1201 with pseudo-sequence DRB1_1201. The binding affinity (normalized) is 0.0954. (4) The peptide sequence is SGMAEATSLDTMAQM. The MHC is DRB1_0404 with pseudo-sequence DRB1_0404. The binding affinity (normalized) is 0.423. (5) The peptide sequence is LALVGFLGGLITGIS. The MHC is HLA-DPA10201-DPB11401 with pseudo-sequence HLA-DPA10201-DPB11401. The binding affinity (normalized) is 0. (6) The binding affinity (normalized) is 0.0219. The MHC is DRB1_1101 with pseudo-sequence DRB1_1101. The peptide sequence is LKQATTAPCAVMDIT. (7) The peptide sequence is NELGMLEKTKEDLFG. The MHC is HLA-DQA10201-DQB10301 with pseudo-sequence YNFHERXFATVLHILYFAYTYYDVRTETVHLETT. The binding affinity (normalized) is 0.277. (8) The peptide sequence is EKKYFAATQFECLAA. The MHC is HLA-DPA10201-DPB11401 with pseudo-sequence HLA-DPA10201-DPB11401. The binding affinity (normalized) is 0.714.